Regression. Given a peptide amino acid sequence and an MHC pseudo amino acid sequence, predict their binding affinity value. This is MHC class I binding data. From a dataset of Peptide-MHC class I binding affinity with 185,985 pairs from IEDB/IMGT. (1) The peptide sequence is GVSGNIVSSV. The MHC is HLA-A02:03 with pseudo-sequence HLA-A02:03. The binding affinity (normalized) is 0.684. (2) The peptide sequence is EVAQRAYR. The MHC is HLA-A68:01 with pseudo-sequence HLA-A68:01. The binding affinity (normalized) is 0.191. (3) The peptide sequence is NHDGIQAGV. The MHC is HLA-A24:03 with pseudo-sequence HLA-A24:03. The binding affinity (normalized) is 0.0847. (4) The peptide sequence is ITAGYNRYY. The MHC is HLA-A24:03 with pseudo-sequence HLA-A24:03. The binding affinity (normalized) is 0.0847. (5) The peptide sequence is TYSAGIVQI. The MHC is HLA-B53:01 with pseudo-sequence HLA-B53:01. The binding affinity (normalized) is 0.301. (6) The peptide sequence is AENCYNLEI. The MHC is HLA-B39:01 with pseudo-sequence HLA-B39:01. The binding affinity (normalized) is 0.0847.